This data is from Forward reaction prediction with 1.9M reactions from USPTO patents (1976-2016). The task is: Predict the product of the given reaction. (1) Given the reactants [CH:1]1([CH2:4][O:5][C:6]2[N:11]=[C:10]([C:12]([OH:14])=O)[CH:9]=[CH:8][C:7]=2[N:15]2[CH2:18][C:17]([F:20])([F:19])[CH2:16]2)[CH2:3][CH2:2]1.C[O:22][C:23](=[O:30])[C:24]([NH2:29])([CH2:27][CH3:28])[CH2:25][CH3:26], predict the reaction product. The product is: [CH:1]1([CH2:4][O:5][C:6]2[N:11]=[C:10]([C:12]([NH:29][C:24]([CH2:27][CH3:28])([CH2:25][CH3:26])[C:23]([OH:30])=[O:22])=[O:14])[CH:9]=[CH:8][C:7]=2[N:15]2[CH2:18][C:17]([F:20])([F:19])[CH2:16]2)[CH2:2][CH2:3]1. (2) Given the reactants [Cl:1][C:2]1[CH:26]=[C:25]([Cl:27])[CH:24]=[CH:23][C:3]=1[CH2:4][N:5]1[C:9]([CH2:10][CH2:11][C:12]([OH:14])=O)=[CH:8][C:7]([O:15][CH2:16][C:17]2[O:18][C:19]([CH3:22])=[N:20][N:21]=2)=[N:6]1.[CH2:28]([S:33]([NH2:36])(=[O:35])=[O:34])[CH2:29][CH2:30][CH2:31][CH3:32].N12CCCN=C1CCCCC2, predict the reaction product. The product is: [Cl:1][C:2]1[CH:26]=[C:25]([Cl:27])[CH:24]=[CH:23][C:3]=1[CH2:4][N:5]1[C:9]([CH2:10][CH2:11][C:12]([NH:36][S:33]([CH2:28][CH2:29][CH2:30][CH2:31][CH3:32])(=[O:35])=[O:34])=[O:14])=[CH:8][C:7]([O:15][CH2:16][C:17]2[O:18][C:19]([CH3:22])=[N:20][N:21]=2)=[N:6]1. (3) The product is: [CH3:38][O:37][C:34]1[CH:33]=[CH:32][C:31]([CH2:30][N:8]([CH2:7][C:6]2[CH:5]=[CH:4][C:3]([O:2][CH3:1])=[CH:40][CH:39]=2)[C:9]2[N:10]=[CH:11][C:12]([C:15]3[C:16]4[CH2:29][CH2:28][N:27]([C:42]5[C:43]([CH3:57])=[C:44]([C:48]([N:50]6[CH2:51][CH2:52][N:53]([CH3:56])[CH2:54][CH2:55]6)=[O:49])[CH:45]=[CH:46][CH:47]=5)[C:17]=4[N:18]=[C:19]([N:21]4[CH2:26][CH2:25][O:24][CH2:23][CH2:22]4)[N:20]=3)=[CH:13][N:14]=2)=[CH:36][CH:35]=1. Given the reactants [CH3:1][O:2][C:3]1[CH:40]=[CH:39][C:6]([CH2:7][N:8]([CH2:30][C:31]2[CH:36]=[CH:35][C:34]([O:37][CH3:38])=[CH:33][CH:32]=2)[C:9]2[N:14]=[CH:13][C:12]([C:15]3[C:16]4[CH2:29][CH2:28][NH:27][C:17]=4[N:18]=[C:19]([N:21]4[CH2:26][CH2:25][O:24][CH2:23][CH2:22]4)[N:20]=3)=[CH:11][N:10]=2)=[CH:5][CH:4]=1.Br[C:42]1[C:43]([CH3:57])=[C:44]([C:48]([N:50]2[CH2:55][CH2:54][N:53]([CH3:56])[CH2:52][CH2:51]2)=[O:49])[CH:45]=[CH:46][CH:47]=1, predict the reaction product.